From a dataset of Full USPTO retrosynthesis dataset with 1.9M reactions from patents (1976-2016). Predict the reactants needed to synthesize the given product. (1) Given the product [C:40]([O:39][C:37]([NH:36][CH2:35][CH2:34][CH2:33][O:32][C:29]1[CH:28]=[CH:27][C:26]([NH:25][C:19]2[N:18]=[C:17]3[C:22]([N:23]=[CH:24][N:16]3[C:13]3[CH:14]=[CH:15][C:10]([O:9][CH2:8][CH2:7][CH2:6][CH2:5][C:4]([OH:44])=[O:3])=[CH:11][CH:12]=3)=[CH:21][N:20]=2)=[CH:31][CH:30]=1)=[O:38])([CH3:43])([CH3:41])[CH3:42], predict the reactants needed to synthesize it. The reactants are: C([O:3][C:4](=[O:44])[CH2:5][CH2:6][CH2:7][CH2:8][O:9][C:10]1[CH:15]=[CH:14][C:13]([N:16]2[CH:24]=[N:23][C:22]3[C:17]2=[N:18][C:19]([NH:25][C:26]2[CH:31]=[CH:30][C:29]([O:32][CH2:33][CH2:34][CH2:35][NH:36][C:37]([O:39][C:40]([CH3:43])([CH3:42])[CH3:41])=[O:38])=[CH:28][CH:27]=2)=[N:20][CH:21]=3)=[CH:12][CH:11]=1)C.O[Li].O. (2) Given the product [CH:16]([O:12][C:5]1[CH:4]=[C:3]([C:2]([F:13])([F:14])[F:1])[CH:11]=[CH:10][C:6]=1[C:7]([OH:9])=[O:8])([CH3:17])[CH3:15], predict the reactants needed to synthesize it. The reactants are: [F:1][C:2]([F:14])([F:13])[C:3]1[CH:4]=[C:5]([OH:12])[C:6](=[CH:10][CH:11]=1)[C:7]([OH:9])=[O:8].[CH3:15][CH:16](O)[CH3:17].C1(P(C2C=CC=CC=2)C2C=CC=CC=2)C=CC=CC=1.N(C(OC(C)(C)C)=O)=NC(OC(C)(C)C)=O.[OH-].[Na+]. (3) The reactants are: C(O[CH:4](OCC)[C:5]([C:7]1[CH:16]=[CH:15][C:10]([C:11]([O:13][CH3:14])=[O:12])=[CH:9][CH:8]=1)=O)C.Cl.[NH2:21][NH:22][C:23]([NH2:25])=[O:24].C(N(CC)C(C)C)(C)C.CO. Given the product [O:24]=[C:23]1[N:25]=[CH:4][C:5]([C:7]2[CH:8]=[CH:9][C:10]([C:11]([O:13][CH3:14])=[O:12])=[CH:15][CH:16]=2)=[N:21][NH:22]1, predict the reactants needed to synthesize it. (4) Given the product [NH2:12][C:13]1[C:14]([C:20]([O:22][CH3:23])=[O:21])=[N:15][C:16]([C:3]2[C:2]([F:1])=[CH:7][CH:6]=[CH:5][C:4]=2[F:8])=[CH:17][N:18]=1, predict the reactants needed to synthesize it. The reactants are: [F:1][C:2]1[CH:7]=[CH:6][CH:5]=[C:4]([F:8])[C:3]=1B(O)O.[NH2:12][C:13]1[C:14]([C:20]([O:22][CH3:23])=[O:21])=[N:15][C:16](Br)=[CH:17][N:18]=1.CCN(C(C)C)C(C)C. (5) Given the product [CH2:23]([O:18][CH2:17][CH:10]1[CH2:9][CH2:8][CH:7]([CH2:6][O:5][C:1]([CH3:4])([CH3:3])[CH3:2])[CH2:12][N:11]1[S:13]([CH3:16])(=[O:15])=[O:14])[C:24]1[CH:29]=[CH:28][CH:27]=[CH:26][CH:25]=1, predict the reactants needed to synthesize it. The reactants are: [C:1]([O:5][CH2:6][CH:7]1[CH2:12][N:11]([S:13]([CH3:16])(=[O:15])=[O:14])[CH:10]([CH2:17][OH:18])[CH2:9][CH2:8]1)([CH3:4])([CH3:3])[CH3:2].ClC(Cl)(Cl)C(=N)O[CH2:23][C:24]1[CH:29]=[CH:28][CH:27]=[CH:26][CH:25]=1.FC(F)(F)S(O)(=O)=O.C(=O)(O)[O-].[Na+]. (6) Given the product [CH3:1][C:2]1([CH3:15])[C:10]2[C:5](=[CH:6][C:7]([N+:11]([O-:13])=[O:12])=[CH:8][CH:9]=2)[N:4]([C:21]([O:23][C:24]([CH3:27])([CH3:26])[CH3:25])=[O:22])[C:3]1=[O:14], predict the reactants needed to synthesize it. The reactants are: [CH3:1][C:2]1([CH3:15])[C:10]2[C:5](=[CH:6][C:7]([N+:11]([O-:13])=[O:12])=[CH:8][CH:9]=2)[NH:4][C:3]1=[O:14].C(=O)(O)[O-].[Na+].[C:21](O[C:21]([O:23][C:24]([CH3:27])([CH3:26])[CH3:25])=[O:22])([O:23][C:24]([CH3:27])([CH3:26])[CH3:25])=[O:22].O. (7) Given the product [C@H:11]1([O:44][C@H:45]2[C@H:56]([O:57][CH2:58][C:59]3[CH:60]=[CH:61][CH:62]=[CH:63][CH:64]=3)[C@@H:55]([CH2:65][O:66][C@H:67]3[O:99][C@H:98]([CH2:100][OH:101])[C@@H:88]([OH:89])[C@H:78]([OH:79])[C@@H:68]3[OH:69])[O:54][C@@H:47]([O:48][CH2:49][CH2:50][N:51]=[N+:52]=[N-:53])[C@@H:46]2[F:110])[O:12][C@H:13]([CH2:34][OH:35])[C@@H:14]([OH:25])[C@H:15]([OH:16])[C@@H:10]1[OH:9], predict the reactants needed to synthesize it. The reactants are: C([O:9][C@H:10]1[C@@H:15]([O:16]C(=O)C2C=CC=CC=2)[C@H:14]([O:25]C(=O)C2C=CC=CC=2)[C@@H:13]([CH2:34][O:35]C(=O)C2C=CC=CC=2)[O:12][C@@H:11]1[O:44][C@H:45]1[C@H:56]([O:57][CH2:58][C:59]2[CH:64]=[CH:63][CH:62]=[CH:61][CH:60]=2)[C@@H:55]([CH2:65][O:66][C@H:67]2[O:99][C@H:98]([CH2:100][O:101]C(=O)C3C=CC=CC=3)[C@@H:88]([O:89]C(=O)C3C=CC=CC=3)[C@H:78]([O:79]C(=O)C3C=CC=CC=3)[C@@H:68]2[O:69]C(=O)C2C=CC=CC=2)[O:54][C@@H:47]([O:48][CH2:49][CH2:50][N:51]=[N+:52]=[N-:53])[C@@H:46]1[F:110])(=O)C1C=CC=CC=1.O(C)[Na]. (8) Given the product [CH3:25][O:12][C:10]([CH:9]1[CH2:3][CH2:1][N:4]([CH2:22][C:21]([O:20][C:16]([CH3:19])([CH3:18])[CH3:17])=[O:24])[CH2:7]1)=[O:13], predict the reactants needed to synthesize it. The reactants are: [CH:1]([N:4]([CH:7]([CH3:9])C)CC)([CH3:3])C.[C:10](=[O:13])([O-:12])[O-].[Cs+].[Cs+].[C:16]([O:20][C:21](=[O:24])[CH2:22]Br)([CH3:19])([CH3:18])[CH3:17].[CH3:25]N(C)C=O. (9) The reactants are: [CH3:1][C:2]1[NH:3][C:4]2[C:9]([CH:10]=1)=[CH:8][C:7]([NH2:11])=[CH:6][CH:5]=2.[CH3:12][N:13]([CH3:29])[CH2:14][CH2:15][NH:16][C:17]([C:19]1[S:27][C:26]2[C:21](=[N:22][CH:23]=[CH:24][C:25]=2Cl)[CH:20]=1)=[O:18]. Given the product [CH3:12][N:13]([CH3:29])[CH2:14][CH2:15][NH:16][C:17]([C:19]1[S:27][C:26]2[C:21](=[N:22][CH:23]=[CH:24][C:25]=2[NH:11][C:7]2[CH:8]=[C:9]3[C:4](=[CH:5][CH:6]=2)[NH:3][C:2]([CH3:1])=[CH:10]3)[CH:20]=1)=[O:18], predict the reactants needed to synthesize it.